Dataset: HIV replication inhibition screening data with 41,000+ compounds from the AIDS Antiviral Screen. Task: Binary Classification. Given a drug SMILES string, predict its activity (active/inactive) in a high-throughput screening assay against a specified biological target. The drug is CCC(=O)c1ccc2[nH]c3c(C)c4c(O)cc(C)nc4c(C)c3c2c1. The result is 0 (inactive).